This data is from TCR-epitope binding with 47,182 pairs between 192 epitopes and 23,139 TCRs. The task is: Binary Classification. Given a T-cell receptor sequence (or CDR3 region) and an epitope sequence, predict whether binding occurs between them. Result: 1 (the TCR binds to the epitope). The epitope is RILGAGCFV. The TCR CDR3 sequence is CASSPGGEQYF.